From a dataset of Reaction yield outcomes from USPTO patents with 853,638 reactions. Predict the reaction yield, written as a fraction of the theoretical maximum amount of product (1.0 means a 100% yield; for example, 0.34 means a 34% yield). (1) The reactants are [F:1][C:2]1[CH:3]=[C:4]([CH:12]2[CH2:17][CH:16](C(O)=O)[CH2:15][CH2:14][N:13]2[C:21]([O:23][CH3:24])=[O:22])[CH:5]=[CH:6][C:7]=1[C:8]([F:11])([F:10])[F:9].N1(C(N2C=CN=C2)=O)C=CN=C1.[CH2:37]([O:39][C:40](=[O:45])[CH2:41][C:42]([O-])=[O:43])[CH3:38].[K+].[Cl-].[Mg+2].[Cl-].Cl. The catalyst is CN1C2C(N=C(N)NC=2NCC1CNC1C=CC(C(NC(C(O)=O)CCC(O)=O)=O)=CC=1)=O.C(Cl)Cl. The product is [CH2:37]([O:39][C:40](=[O:45])[CH2:41][C:42]([CH:16]1[CH2:15][CH2:14][N:13]([C:21]([O:23][CH3:24])=[O:22])[CH:12]([C:4]2[CH:5]=[CH:6][C:7]([C:8]([F:9])([F:11])[F:10])=[C:2]([F:1])[CH:3]=2)[CH2:17]1)=[O:43])[CH3:38]. The yield is 0.593. (2) The product is [NH2:26][C:24]1[C:25]2=[C:17]([C:12]3[CH:13]=[CH:14][C:15]4[C:10]([CH:11]=3)=[N:9][N:8]([CH2:1][C:2]3[CH:7]=[CH:6][CH:5]=[CH:4][CH:3]=3)[CH:16]=4)[CH:18]=[C:19]([CH:27]3[O:32][CH2:31][CH:30]4[CH2:33][N:34]([CH2:46][C:47]([N:49]([CH3:51])[CH3:50])=[O:48])[CH2:35][CH2:36][N:29]4[CH2:28]3)[N:20]2[N:21]=[CH:22][N:23]=1. The catalyst is CN(C=O)C. The reactants are [CH2:1]([N:8]1[CH:16]=[C:15]2[C:10]([CH:11]=[C:12]([C:17]3[CH:18]=[C:19]([CH:27]4[O:32][CH2:31][CH:30]5[CH2:33][NH:34][CH2:35][CH2:36][N:29]5[CH2:28]4)[N:20]4[C:25]=3[C:24]([NH2:26])=[N:23][CH:22]=[N:21]4)[CH:13]=[CH:14]2)=[N:9]1)[C:2]1[CH:7]=[CH:6][CH:5]=[CH:4][CH:3]=1.C([O-])([O-])=O.[K+].[K+].[I-].[K+].Cl[CH2:46][C:47]([N:49]([CH3:51])[CH3:50])=[O:48]. The yield is 0.0900. (3) The reactants are [H-].[Na+].[CH2:3]([OH:6])[CH2:4][OH:5].[CH3:7][C:8]([Si:11](Cl)([CH3:13])[CH3:12])([CH3:10])[CH3:9]. The catalyst is C1COCC1. The product is [Si:11]([O:5][CH2:4][CH2:3][OH:6])([C:8]([CH3:10])([CH3:9])[CH3:7])([CH3:13])[CH3:12]. The yield is 0.960. (4) The reactants are [O:1]=[C:2]1[NH:7][C:6]2[CH:8]=[C:9]([O:12][CH:13]3[CH2:18][CH2:17][N:16]([C:19]([O:21][C:22]([CH3:25])([CH3:24])[CH3:23])=[O:20])[CH2:15][CH2:14]3)[CH:10]=[CH:11][C:5]=2[O:4][CH2:3]1.[C:26](=O)([O-])[O-].[Cs+].[Cs+].IC. The catalyst is CN(C=O)C. The product is [CH3:26][N:7]1[C:6]2[CH:8]=[C:9]([O:12][CH:13]3[CH2:18][CH2:17][N:16]([C:19]([O:21][C:22]([CH3:25])([CH3:24])[CH3:23])=[O:20])[CH2:15][CH2:14]3)[CH:10]=[CH:11][C:5]=2[O:4][CH2:3][C:2]1=[O:1]. The yield is 0.780. (5) The reactants are [C:1]([C:5]1[CH:10]=[CH:9][C:8]([N+:11]([O-])=O)=[CH:7][C:6]=1[OH:14])([CH3:4])([CH3:3])[CH3:2].C([O-])=O.[NH4+]. The catalyst is CCO.[Pd]. The product is [C:1]([C:5]1[CH:10]=[CH:9][C:8]([NH2:11])=[CH:7][C:6]=1[OH:14])([CH3:4])([CH3:2])[CH3:3]. The yield is 0.870. (6) The reactants are [C:1]([CH:3]([CH3:9])[C:4](OCC)=[O:5])#[N:2].[C:10]1([NH:16][NH2:17])[CH:15]=[CH:14][CH:13]=[CH:12][CH:11]=1. The catalyst is O1CCOCC1. The product is [NH2:2][C:1]1[N:16]([C:10]2[CH:15]=[CH:14][CH:13]=[CH:12][CH:11]=2)[NH:17][C:4](=[O:5])[C:3]=1[CH3:9]. The yield is 0.390. (7) The reactants are [NH2:1][C@@H:2]([CH3:5])[CH2:3][OH:4].C(N(CC)CC)C.[C:13](O[C:13]([O:15][C:16]([CH3:19])([CH3:18])[CH3:17])=[O:14])([O:15][C:16]([CH3:19])([CH3:18])[CH3:17])=[O:14]. The catalyst is CO. The product is [C:16]([O:15][C:13]([NH:1][C@@H:2]([CH3:5])[CH2:3][OH:4])=[O:14])([CH3:19])([CH3:18])[CH3:17]. The yield is 1.00.